Dataset: Full USPTO retrosynthesis dataset with 1.9M reactions from patents (1976-2016). Task: Predict the reactants needed to synthesize the given product. The reactants are: Cl[C:2]1[CH:11]=[CH:10][CH:9]=[C:8]2[C:3]=1[C:4](=[O:21])[C:5]([C:19]#[N:20])=[CH:6][N:7]2[CH:12]([CH2:16][CH2:17][CH3:18])[CH2:13][CH2:14][CH3:15].[CH3:22][C:23]1[CH:28]=[C:27]([CH3:29])[CH:26]=[CH:25][C:24]=1B(O)O.[O-]P([O-])([O-])=O.[K+].[K+].[K+]. Given the product [CH3:22][C:23]1[CH:28]=[C:27]([CH3:29])[CH:26]=[CH:25][C:24]=1[C:2]1[CH:11]=[CH:10][CH:9]=[C:8]2[C:3]=1[C:4](=[O:21])[C:5]([C:19]#[N:20])=[CH:6][N:7]2[CH:12]([CH2:16][CH2:17][CH3:18])[CH2:13][CH2:14][CH3:15], predict the reactants needed to synthesize it.